This data is from Full USPTO retrosynthesis dataset with 1.9M reactions from patents (1976-2016). The task is: Predict the reactants needed to synthesize the given product. (1) Given the product [F:32][C:15]1[CH:16]=[C:17]([N:20]2[CH2:24][C@H:23]([CH2:25][N:26]3[CH:30]=[CH:29][N:28]=[N:27]3)[O:22][C:21]2=[O:31])[CH:18]=[CH:19][C:14]=1[C:11]1[CH:10]=[CH:9][C:8]([C:5]2[CH2:4][CH:3]([CH2:2][O:1][C:39](=[O:45])[CH2:40][CH2:41][C:42]([OH:44])=[O:43])[O:7][N:6]=2)=[N:13][CH:12]=1, predict the reactants needed to synthesize it. The reactants are: [OH:1][CH2:2][CH:3]1[O:7][N:6]=[C:5]([C:8]2[N:13]=[CH:12][C:11]([C:14]3[CH:19]=[CH:18][C:17]([N:20]4[CH2:24][C@H:23]([CH2:25][N:26]5[CH:30]=[CH:29][N:28]=[N:27]5)[O:22][C:21]4=[O:31])=[CH:16][C:15]=3[F:32])=[CH:10][CH:9]=2)[CH2:4]1.N1C=CC=CC=1.[C:39]1(=[O:45])[O:44][C:42](=[O:43])[CH2:41][CH2:40]1. (2) Given the product [Si:62]([O:1][CH2:2][C:3]1([CH2:7][O:8][C@H:9]2[CH2:14][CH2:13][C@H:12]([N:15]3[C:20](=[O:21])[C:19]([CH2:22][C:23]4[CH:24]=[CH:25][C:26]([C:29]5[C:30]([C:35]#[N:36])=[CH:31][CH:32]=[CH:33][CH:34]=5)=[CH:27][CH:28]=4)=[C:18]([CH2:37][CH2:38][CH3:39])[N:17]4[N:40]=[CH:41][N:42]=[C:16]34)[CH2:11][CH2:10]2)[CH2:4][CH2:5][CH2:6]1)([C:65]([CH3:68])([CH3:67])[CH3:66])([CH3:64])[CH3:63], predict the reactants needed to synthesize it. The reactants are: [OH:1][CH2:2][C:3]1([CH2:7][O:8][C@H:9]2[CH2:14][CH2:13][C@H:12]([N:15]3[C:20](=[O:21])[C:19]([CH2:22][C:23]4[CH:28]=[CH:27][C:26]([C:29]5[C:30]([C:35]#[N:36])=[CH:31][CH:32]=[CH:33][CH:34]=5)=[CH:25][CH:24]=4)=[C:18]([CH2:37][CH2:38][CH3:39])[N:17]4[N:40]=[CH:41][N:42]=[C:16]34)[CH2:11][CH2:10]2)[CH2:6][CH2:5][CH2:4]1.N1C(C)=CC=CC=1C.O1CCCC1.FC(F)(F)S(O[Si:62]([C:65]([CH3:68])([CH3:67])[CH3:66])([CH3:64])[CH3:63])(=O)=O. (3) Given the product [I:1][C:2]1[C:3]([CH3:14])=[C:4]([CH:8]=[C:9]([N+:11]([O-:13])=[O:12])[CH:10]=1)[C:5]([O:7][CH3:27])=[O:6], predict the reactants needed to synthesize it. The reactants are: [I:1][C:2]1[C:3]([CH3:14])=[C:4]([CH:8]=[C:9]([N+:11]([O-:13])=[O:12])[CH:10]=1)[C:5]([OH:7])=[O:6].S(=O)(=O)(O)O.S([O-])([O-])=O.[Na+].[Na+].N.[CH3:27]O. (4) The reactants are: [CH2:1]([O:3][C:4](=[O:19])[C:5](=[O:18])[CH2:6][C:7](=[O:17])/[CH:8]=[CH:9]/[C:10]1[CH:15]=[CH:14][C:13]([Cl:16])=[CH:12][CH:11]=1)C.OS(O)(=O)=O. Given the product [CH3:1][O:3][C:4](=[O:19])[C:5](=[O:18])[CH2:6][C:7](=[O:17])/[CH:8]=[CH:9]/[C:10]1[CH:11]=[CH:12][C:13]([Cl:16])=[CH:14][CH:15]=1, predict the reactants needed to synthesize it. (5) Given the product [CH3:16][O:15][C:12]1[CH:13]=[CH:14][C:9]2[N:8]([C:5]3[CH:4]=[CH:3][C:2]([NH:1][CH:18]=[O:21])=[CH:7][CH:6]=3)[CH:23]=[N:17][C:10]=2[CH:11]=1, predict the reactants needed to synthesize it. The reactants are: [NH2:1][C:2]1[CH:7]=[CH:6][C:5]([NH:8][C:9]2[C:10]([NH2:17])=[CH:11][C:12]([O:15][CH3:16])=[CH:13][CH:14]=2)=[CH:4][CH:3]=1.[C:18](=[O:21])(O)[O-].[Na+].[CH:23](O)=O. (6) Given the product [CH3:20][C:6]1[CH:5]=[CH:4][C:3]2[C:8](=[CH:9][CH:10]=[C:11]([NH:12][C:13](=[O:19])[O:14][C:15]([CH3:18])([CH3:17])[CH3:16])[C:2]=2[C:21]2[CH:26]=[CH:25][CH:24]=[CH:23][CH:22]=2)[N:7]=1, predict the reactants needed to synthesize it. The reactants are: Br[C:2]1[C:11]([NH:12][C:13](=[O:19])[O:14][C:15]([CH3:18])([CH3:17])[CH3:16])=[CH:10][CH:9]=[C:8]2[C:3]=1[CH:4]=[CH:5][C:6]([CH3:20])=[N:7]2.[C:21]1(B(O)O)[CH:26]=[CH:25][CH:24]=[CH:23][CH:22]=1.